The task is: Predict the reactants needed to synthesize the given product.. This data is from Full USPTO retrosynthesis dataset with 1.9M reactions from patents (1976-2016). (1) The reactants are: [Na].[C:2]([O:8][CH3:9])(=[O:7])[CH2:3][C:4]([CH3:6])=[O:5].O[N:11]=[C:12](Cl)[C:13]1[CH:18]=[CH:17][N:16]=[CH:15][CH:14]=1. Given the product [CH3:6][C:4]1[O:5][N:11]=[C:12]([C:13]2[CH:18]=[CH:17][N:16]=[CH:15][CH:14]=2)[C:3]=1[C:2]([O:8][CH3:9])=[O:7], predict the reactants needed to synthesize it. (2) Given the product [Cl:1][C:2]1[CH:7]=[CH:6][C:5]([C:8]2[C:14]3[CH:15]=[CH:16][CH:17]=[CH:18][C:13]=3[N:12]3[C:19]([CH3:22])=[N:20][N:21]=[C:11]3[C@H:10]([CH2:23][C:24]([OH:26])=[O:25])[CH:9]=2)=[CH:4][CH:3]=1, predict the reactants needed to synthesize it. The reactants are: [Cl:1][C:2]1[CH:7]=[CH:6][C:5]([C:8]2[C:14]3[CH:15]=[CH:16][CH:17]=[CH:18][C:13]=3[N:12]3[C:19]([CH3:22])=[N:20][N:21]=[C:11]3[C@H:10]([CH2:23][C:24]([O:26]C(C)(C)C)=[O:25])[CH:9]=2)=[CH:4][CH:3]=1. (3) Given the product [CH:24]1([CH:20]([NH:19][C:16]([C:4]2[C:3]3[C:7](=[CH:8][CH:9]=[CH:10][C:2]=3[Cl:1])[N:6]([CH:11]3[CH2:15][CH2:14][O:13][CH2:12]3)[CH:5]=2)=[O:18])[CH2:21][CH2:22][OH:23])[CH2:29][CH2:28][CH2:27][CH2:26][CH2:25]1, predict the reactants needed to synthesize it. The reactants are: [Cl:1][C:2]1[CH:10]=[CH:9][CH:8]=[C:7]2[C:3]=1[C:4]([C:16]([OH:18])=O)=[CH:5][N:6]2[CH:11]1[CH2:15][CH2:14][O:13][CH2:12]1.[NH2:19][CH:20]([CH:24]1[CH2:29][CH2:28][CH2:27][CH2:26][CH2:25]1)[CH2:21][CH2:22][OH:23]. (4) Given the product [NH2:23][CH:12]1[CH2:13][CH2:14][N:15]([C:6]([C:5]2[CH:4]=[N:3][C:2]([CH3:1])=[CH:10][CH:9]=2)=[O:8])[CH2:16][CH2:11]1, predict the reactants needed to synthesize it. The reactants are: [CH3:1][C:2]1[CH:10]=[CH:9][C:5]([C:6]([OH:8])=O)=[CH:4][N:3]=1.[CH:11]1[CH:16]=[N:15][C:14]2N(O)N=N[C:13]=2[CH:12]=1.CC[N:23]=C=NCCCN(C)C.Cl.C(=O)([O-])O.[Na+].